Dataset: Catalyst prediction with 721,799 reactions and 888 catalyst types from USPTO. Task: Predict which catalyst facilitates the given reaction. Product: [CH:1]([CH:4]([CH:10]([CH:16]([CH3:18])[CH3:17])[C:11]([OH:13])=[O:12])[C:5]([OH:7])=[O:6])([CH3:3])[CH3:2]. The catalyst class is: 97. Reactant: [CH:1]([CH:4]([CH:10]([CH:16]([CH3:18])[CH3:17])[C:11]([O:13]CC)=[O:12])[C:5]([O:7]CC)=[O:6])([CH3:3])[CH3:2].[K].[O-]CC.[K+].CC(C)C(C#N)C(OCC)=O.